Dataset: Catalyst prediction with 721,799 reactions and 888 catalyst types from USPTO. Task: Predict which catalyst facilitates the given reaction. Reactant: [F:1][C:2]1[CH:20]=[CH:19][C:5]([CH2:6][NH:7][C@H:8]2[C@H:13]3[CH2:14][C@H:10]([CH2:11][CH2:12]3)[C@H:9]2[C:15](OC)=[O:16])=[CH:4][CH:3]=1.[CH3:21][S:22]([NH:25][C:26]1[CH:41]=[CH:40][C:29]2[NH:30][C:31]([CH2:36][C:37](O)=[O:38])=[CH:32][S:33](=[O:35])(=[O:34])[C:28]=2[CH:27]=1)(=[O:24])=[O:23].CN1CCOCC1.Cl.CN(C)CCCN=C=NCC.[O-]CC.[Na+]. Product: [F:1][C:2]1[CH:20]=[CH:19][C:5]([CH2:6][N:7]2[C:37](=[O:38])[C:36]([C:31]3[NH:30][C:29]4[CH:40]=[CH:41][C:26]([NH:25][S:22]([CH3:21])(=[O:23])=[O:24])=[CH:27][C:28]=4[S:33](=[O:35])(=[O:34])[CH:32]=3)=[C:15]([OH:16])[C@H:9]3[C@@H:8]2[C@H:13]2[CH2:14][C@@H:10]3[CH2:11][CH2:12]2)=[CH:4][CH:3]=1. The catalyst class is: 737.